From a dataset of Forward reaction prediction with 1.9M reactions from USPTO patents (1976-2016). Predict the product of the given reaction. (1) Given the reactants C[O:2][C:3]([C:5]1[O:9][N:8]=[C:7]([O:10][CH2:11][C:12]2[C:13]([C:18]3[CH:23]=[CH:22][CH:21]=[CH:20][CH:19]=3)=[N:14][O:15][C:16]=2[CH3:17])[CH:6]=1)=[O:4].[OH-].[Na+].Cl, predict the reaction product. The product is: [CH3:17][C:16]1[O:15][N:14]=[C:13]([C:18]2[CH:19]=[CH:20][CH:21]=[CH:22][CH:23]=2)[C:12]=1[CH2:11][O:10][C:7]1[CH:6]=[C:5]([C:3]([OH:4])=[O:2])[O:9][N:8]=1. (2) Given the reactants [C:1]([Si:5]([C:29]1[CH:34]=[CH:33][CH:32]=[CH:31][CH:30]=1)([C:23]1[CH:28]=[CH:27][CH:26]=[CH:25][CH:24]=1)[O:6][CH2:7][CH2:8][C:9]1[CH:10]=[CH:11][C:12]([C:15]2[S:16][CH:17]=[C:18]([C:20](=O)[CH3:21])[N:19]=2)=[N:13][CH:14]=1)([CH3:4])([CH3:3])[CH3:2].[CH3:35][C:36]1[CH:41]=[CH:40][C:39]([S:42]([NH:45][NH2:46])(=[O:44])=[O:43])=[CH:38][CH:37]=1, predict the reaction product. The product is: [Si:5]([O:6][CH2:7][CH2:8][C:9]1[CH:10]=[CH:11][C:12]([C:15]2[S:16][CH:17]=[C:18](/[C:20](=[N:46]\[NH:45][S:42]([C:39]3[CH:40]=[CH:41][C:36]([CH3:35])=[CH:37][CH:38]=3)(=[O:43])=[O:44])/[CH3:21])[N:19]=2)=[N:13][CH:14]=1)([C:1]([CH3:2])([CH3:3])[CH3:4])([C:23]1[CH:24]=[CH:25][CH:26]=[CH:27][CH:28]=1)[C:29]1[CH:30]=[CH:31][CH:32]=[CH:33][CH:34]=1. (3) Given the reactants [NH2:1][C:2]1[CH:9]=[CH:8][C:7]([N:10]2[CH2:15][CH2:14][O:13][CH2:12][CH2:11]2)=[CH:6][C:3]=1[CH:4]=O.[CH3:16][O:17][C:18]1[CH:23]=[CH:22][CH:21]=[C:20]([F:24])[C:19]=1[CH2:25][CH2:26][C:27]#[N:28], predict the reaction product. The product is: [CH3:16][O:17][C:18]1[CH:23]=[CH:22][CH:21]=[C:20]([F:24])[C:19]=1[CH2:25][C:26]1[C:27]([NH2:28])=[N:1][C:2]2[C:3]([CH:4]=1)=[CH:6][C:7]([N:10]1[CH2:15][CH2:14][O:13][CH2:12][CH2:11]1)=[CH:8][CH:9]=2. (4) Given the reactants C(OS(O)(=O)=O)C.[CH3:8][N:9]1[C:13]2[CH:14]=[C:15]([N+:18]([O-:20])=[O:19])[CH:16]=[CH:17][C:12]=2[N:11]=[C:10]1[CH2:21][CH2:22][CH2:23][C:24]([O:26][CH2:27][CH3:28])=[O:25].[OH-].[Na+], predict the reaction product. The product is: [CH3:8][N:9]1[C:13]2[CH:14]=[C:15]([N+:18]([O-:20])=[O:19])[CH:16]=[CH:17][C:12]=2[N:11]=[C:10]1[CH2:21][CH2:22][CH2:23][C:24]([O:26][CH2:27][CH3:28])=[O:25]. (5) Given the reactants [C:1]([O:5][C:6]1[CH:23]=[CH:22][CH:21]=[CH:20][C:7]=1[CH2:8][NH:9][CH2:10][CH2:11][NH:12][C:13](=[O:19])[O:14][C:15]([CH3:18])([CH3:17])[CH3:16])([CH3:4])([CH3:3])[CH3:2].[Br:24][CH2:25][CH2:26][CH2:27][CH2:28][CH2:29][CH2:30]Br.C([O-])([O-])=O.[K+].[K+], predict the reaction product. The product is: [Br:24][CH2:25][CH2:26][CH2:27][CH2:28][CH2:29][CH2:30][N:9]([CH2:8][C:7]1[CH:20]=[CH:21][CH:22]=[CH:23][C:6]=1[O:5][C:1]([CH3:2])([CH3:3])[CH3:4])[CH2:10][CH2:11][NH:12][C:13](=[O:19])[O:14][C:15]([CH3:16])([CH3:17])[CH3:18].